Predict which catalyst facilitates the given reaction. From a dataset of Catalyst prediction with 721,799 reactions and 888 catalyst types from USPTO. (1) Reactant: [CH2:1]([O:3][C:4]([C:6]1[O:10][C:9]([NH2:11])=[N:8][CH:7]=1)=[O:5])[CH3:2].CC1(C)C2C(=C(P(C3C=CC=CC=3)C3C=CC=CC=3)C=CC=2)OC2C(P(C3C=CC=CC=3)C3C=CC=CC=3)=CC=CC1=2.C(=O)([O-])[O-].[Cs+].[Cs+].O1CCOCC1.Br[C:67]1[CH:72]=[C:71]([Br:73])[CH:70]=[CH:69][N:68]=1. Product: [Br:73][C:71]1[CH:70]=[CH:69][N:68]=[C:67]([NH:11][C:9]2[O:10][C:6]([C:4]([O:3][CH2:1][CH3:2])=[O:5])=[CH:7][N:8]=2)[CH:72]=1. The catalyst class is: 2. (2) Reactant: [CH:1]1([CH2:6][CH2:7][CH2:8][CH2:9]O)[CH2:5][CH2:4][CH2:3][CH2:2]1.[Br:11]P(Br)(C1C=CC=CC=1)(C1C=CC=CC=1)C1C=CC=CC=1. Product: [Br:11][CH2:9][CH2:8][CH2:7][CH2:6][CH:1]1[CH2:5][CH2:4][CH2:3][CH2:2]1. The catalyst class is: 10. (3) Reactant: ClC(Cl)(O[C:5](=[O:11])OC(Cl)(Cl)Cl)Cl.[C:13]1([CH3:37])[CH:18]=[CH:17][C:16]([C:19]2[N:20]=[C:21]([CH:31]3[CH2:36][CH2:35][NH:34][CH2:33][CH2:32]3)[O:22][C:23]=2[C:24]2[CH:29]=[CH:28][C:27]([CH3:30])=[CH:26][CH:25]=2)=[CH:15][CH:14]=1.C(N(CC)CC)C.Cl.[CH3:46][NH:47][OH:48]. Product: [C:13]1([CH3:37])[CH:14]=[CH:15][C:16]([C:19]2[N:20]=[C:21]([CH:31]3[CH2:36][CH2:35][N:34]([C:5](=[O:11])[N:47]([OH:48])[CH3:46])[CH2:33][CH2:32]3)[O:22][C:23]=2[C:24]2[CH:29]=[CH:28][C:27]([CH3:30])=[CH:26][CH:25]=2)=[CH:17][CH:18]=1. The catalyst class is: 30. (4) Reactant: [CH3:1][O:2][C:3]1[CH:8]=[CH:7][C:6]([CH:9]([C:32]2[CH:37]=[CH:36][C:35]([O:38][CH3:39])=[CH:34][CH:33]=2)[N:10]2[C:14]3[CH:15]=[CH:16][CH:17]=[C:18]([O:19][C:20]4[CH:29]=[C:28]([F:30])[CH:27]=[CH:26][C:21]=4[C:22]([O:24][CH3:25])=[O:23])[C:13]=3[NH:12][C:11]2=[O:31])=[CH:5][CH:4]=1.[H-].[Na+].I[CH3:43]. Product: [CH3:1][O:2][C:3]1[CH:8]=[CH:7][C:6]([CH:9]([C:32]2[CH:33]=[CH:34][C:35]([O:38][CH3:39])=[CH:36][CH:37]=2)[N:10]2[C:14]3[CH:15]=[CH:16][CH:17]=[C:18]([O:19][C:20]4[CH:29]=[C:28]([F:30])[CH:27]=[CH:26][C:21]=4[C:22]([O:24][CH3:25])=[O:23])[C:13]=3[N:12]([CH3:43])[C:11]2=[O:31])=[CH:5][CH:4]=1. The catalyst class is: 9. (5) Reactant: [CH2:1]([NH:8][C:9]1[C:18]2[C:13](=[CH:14][CH:15]=[CH:16][C:17]=2[C:19]2[CH:24]=[CH:23][CH:22]=[CH:21][CH:20]=2)[C:12]([C:25]2[CH:26]=[C:27]([S:31]([NH:34][C:35]([CH3:38])([CH3:37])[CH3:36])(=[O:33])=[O:32])[CH:28]=[N:29][CH:30]=2)=[C:11](SC)[N:10]=1)[C:2]1[CH:7]=[CH:6][CH:5]=[CH:4][CH:3]=1.[OH-].[NH4+]. Product: [CH2:1]([NH:8][C:9]1[C:18]2[C:13](=[CH:14][CH:15]=[CH:16][C:17]=2[C:19]2[CH:24]=[CH:23][CH:22]=[CH:21][CH:20]=2)[C:12]([C:25]2[CH:26]=[C:27]([S:31]([NH:34][C:35]([CH3:38])([CH3:37])[CH3:36])(=[O:33])=[O:32])[CH:28]=[N:29][CH:30]=2)=[CH:11][N:10]=1)[C:2]1[CH:7]=[CH:6][CH:5]=[CH:4][CH:3]=1. The catalyst class is: 171. (6) Reactant: Cl[C:2]1[CH:7]=[C:6]([Cl:8])[N:5]=[C:4]([NH2:9])[N:3]=1.[CH3:10][C:11]1[CH:12]=[CH:13][C:14]([NH2:17])=[CH:15][CH:16]=1.C(N(CC)C(C)C)(C)C. Product: [Cl:8][C:6]1[N:5]=[C:4]([NH2:9])[N:3]=[C:2]([NH:17][C:14]2[CH:15]=[CH:16][C:11]([CH3:10])=[CH:12][CH:13]=2)[CH:7]=1. The catalyst class is: 8. (7) Product: [F:24][C:15]1[CH:16]=[C:17]([C:20]([F:21])([F:22])[F:23])[CH:18]=[CH:19][C:14]=1[N:11]1[CH2:12][CH2:13][NH:8][CH2:9][CH2:10]1. Reactant: C(OC([N:8]1[CH2:13][CH2:12][N:11]([C:14]2[CH:19]=[CH:18][C:17]([C:20]([F:23])([F:22])[F:21])=[CH:16][C:15]=2[F:24])[CH2:10][CH2:9]1)=O)(C)(C)C.Cl. The catalyst class is: 12.